From a dataset of Catalyst prediction with 721,799 reactions and 888 catalyst types from USPTO. Predict which catalyst facilitates the given reaction. (1) Reactant: [Cl:1][C:2]1[CH:10]=[CH:9][C:8]([C:11]2[NH:15][C:14]([C:16]3[CH:21]=[CH:20][CH:19]=[CH:18][CH:17]=3)=[N:13][C:12]=2[C:22]2[CH:27]=[CH:26][N:25]=[C:24]([O:28]C)[CH:23]=2)=[CH:7][C:3]=1[C:4]([OH:6])=[O:5]. Product: [Cl:1][C:2]1[CH:10]=[CH:9][C:8]([C:11]2[NH:15][C:14]([C:16]3[CH:17]=[CH:18][CH:19]=[CH:20][CH:21]=3)=[N:13][C:12]=2[C:22]2[CH:27]=[CH:26][N:25]=[C:24]([OH:28])[CH:23]=2)=[CH:7][C:3]=1[C:4]([OH:6])=[O:5]. The catalyst class is: 33. (2) The catalyst class is: 1. Product: [CH:1]1([C:5]2[O:9][C:8]([NH:10][C:11]3[CH:12]=[CH:13][C:14]([C:17]4[CH:22]=[CH:21][C:20]([C:23]56[CH2:28][CH2:27][C:26]([CH2:31][C:32]([OH:34])=[O:33])([CH2:29][CH2:30]5)[O:25][CH2:24]6)=[CH:19][CH:18]=4)=[N:15][CH:16]=3)=[N:7][N:6]=2)[CH2:2][CH2:3][CH2:4]1. Reactant: [CH:1]1([C:5]2[O:9][C:8]([NH:10][C:11]3[CH:12]=[CH:13][C:14]([C:17]4[CH:22]=[CH:21][C:20]([C:23]56[CH2:30][CH2:29][C:26]([CH2:31][C:32]([O:34]C)=[O:33])([CH2:27][CH2:28]5)[O:25][CH2:24]6)=[CH:19][CH:18]=4)=[N:15][CH:16]=3)=[N:7][N:6]=2)[CH2:4][CH2:3][CH2:2]1.[OH-].[Na+]. (3) Reactant: [CH2:1]([O:8][C:9](=[O:21])[N:10]([CH:12]1[CH2:17][CH2:16][C:15](=[CH:18][O:19]C)[CH2:14][CH2:13]1)[CH3:11])[C:2]1[CH:7]=[CH:6][CH:5]=[CH:4][CH:3]=1.Cl. Product: [CH2:1]([O:8][C:9](=[O:21])[N:10]([CH:12]1[CH2:17][CH2:16][CH:15]([CH:18]=[O:19])[CH2:14][CH2:13]1)[CH3:11])[C:2]1[CH:3]=[CH:4][CH:5]=[CH:6][CH:7]=1. The catalyst class is: 1. (4) Reactant: [OH:1][CH:2]1[CH:7]([C:8]2[CH:13]=[CH:12][C:11]([OH:14])=[CH:10][CH:9]=2)[CH:6]([O:15][Si:16]([CH:23]([CH3:25])[CH3:24])([CH:20]([CH3:22])[CH3:21])[CH:17]([CH3:19])[CH3:18])[CH2:5][N:4]([C:26]([O:28][CH2:29][C:30]2[CH:35]=[CH:34][CH:33]=[CH:32][CH:31]=2)=[O:27])[CH2:3]1.S(OC)(O[CH3:40])(=O)=O.C(=O)([O-])[O-].[K+].[K+]. Product: [OH:1][CH:2]1[CH:7]([C:8]2[CH:9]=[CH:10][C:11]([O:14][CH3:40])=[CH:12][CH:13]=2)[CH:6]([O:15][Si:16]([CH:17]([CH3:18])[CH3:19])([CH:20]([CH3:22])[CH3:21])[CH:23]([CH3:24])[CH3:25])[CH2:5][N:4]([C:26]([O:28][CH2:29][C:30]2[CH:31]=[CH:32][CH:33]=[CH:34][CH:35]=2)=[O:27])[CH2:3]1. The catalyst class is: 21.